Dataset: Forward reaction prediction with 1.9M reactions from USPTO patents (1976-2016). Task: Predict the product of the given reaction. Given the reactants Br[CH:2]1[CH2:8][CH2:7][CH2:6][C:5]2[CH:9]=[C:10]([N:13]3[CH2:17][C@H:16]([CH2:18][NH:19][C:20](=[O:22])[CH3:21])[O:15][C:14]3=[O:23])[CH:11]=[CH:12][C:4]=2[C:3]1=O.[CH:25]([NH:28][C:29](=S)[NH:30][NH2:31])([CH3:27])[CH3:26], predict the reaction product. The product is: [CH:25]([NH:28][C:29]1[C:2]2[CH2:8][CH2:7][CH2:6][C:5]3[CH:9]=[C:10]([N:13]4[CH2:17][C@H:16]([CH2:18][NH:19][C:20](=[O:22])[CH3:21])[O:15][C:14]4=[O:23])[CH:11]=[CH:12][C:4]=3[C:3]=2[NH:31][N:30]=1)([CH3:27])[CH3:26].